This data is from Full USPTO retrosynthesis dataset with 1.9M reactions from patents (1976-2016). The task is: Predict the reactants needed to synthesize the given product. The reactants are: [F:1][C:2]1[CH:3]=[C:4]([C:9]2[CH:14]=[CH:13][CH:12]=[C:11]([O:15][CH3:16])[CH:10]=2)[CH:5]=[CH:6][C:7]=1[CH3:8].[Br:17]N1C(=O)CCC1=O.C(OOC(=O)C1C=CC=CC=1)(=O)C1C=CC=CC=1. Given the product [Br:17][CH2:8][C:7]1[CH:6]=[CH:5][C:4]([C:9]2[CH:14]=[CH:13][CH:12]=[C:11]([O:15][CH3:16])[CH:10]=2)=[CH:3][C:2]=1[F:1], predict the reactants needed to synthesize it.